This data is from Full USPTO retrosynthesis dataset with 1.9M reactions from patents (1976-2016). The task is: Predict the reactants needed to synthesize the given product. (1) Given the product [CH:2]1([CH2:5][O:6][C:7]2[CH:12]=[C:11]([O:13][CH3:14])[CH:10]=[CH:9][C:8]=2[C:15]2[CH:20]=[CH:19][N:18]=[C:17]3[C:21]([C:25]([NH:27][CH:28]4[CH2:29][CH2:30][N:31]([C:37](=[O:38])[CH2:36][O:35][CH3:34])[CH2:32][CH2:33]4)=[O:26])=[C:22]([CH3:24])[NH:23][C:16]=23)[CH2:4][CH2:3]1, predict the reactants needed to synthesize it. The reactants are: Cl.[CH:2]1([CH2:5][O:6][C:7]2[CH:12]=[C:11]([O:13][CH3:14])[CH:10]=[CH:9][C:8]=2[C:15]2[CH:20]=[CH:19][N:18]=[C:17]3[C:21]([C:25]([NH:27][CH:28]4[CH2:33][CH2:32][NH:31][CH2:30][CH2:29]4)=[O:26])=[C:22]([CH3:24])[NH:23][C:16]=23)[CH2:4][CH2:3]1.[CH3:34][O:35][CH2:36][C:37](Cl)=[O:38]. (2) Given the product [F:26][C:27]1[CH:33]=[C:32]([I:34])[CH:31]=[CH:30][C:28]=1[NH:29][C:12]1[C:21]2[C:20](=[O:22])[N:19]([CH3:23])[CH:18]=[N:17][C:16]=2[N:15]([CH3:24])[C:14](=[O:25])[CH:13]=1, predict the reactants needed to synthesize it. The reactants are: CC1C=CC(S(O[C:12]2[C:21]3[C:20](=[O:22])[N:19]([CH3:23])[CH:18]=[N:17][C:16]=3[N:15]([CH3:24])[C:14](=[O:25])[CH:13]=2)(=O)=O)=CC=1.[F:26][C:27]1[CH:33]=[C:32]([I:34])[CH:31]=[CH:30][C:28]=1[NH2:29]. (3) Given the product [C:1]1([C:7]2[CH:8]=[CH:9][C:10]([C:19](=[N:23][OH:24])[CH2:20][CH3:21])=[N:11][C:12]=2[C:13]2[CH:18]=[CH:17][CH:16]=[CH:15][CH:14]=2)[CH:6]=[CH:5][CH:4]=[CH:3][CH:2]=1, predict the reactants needed to synthesize it. The reactants are: [C:1]1([C:7]2[CH:8]=[CH:9][C:10]([C:19](=O)[CH2:20][CH3:21])=[N:11][C:12]=2[C:13]2[CH:18]=[CH:17][CH:16]=[CH:15][CH:14]=2)[CH:6]=[CH:5][CH:4]=[CH:3][CH:2]=1.[NH2:23][OH:24].Cl.N1C=CC=CC=1.